Dataset: Peptide-MHC class I binding affinity with 185,985 pairs from IEDB/IMGT. Task: Regression. Given a peptide amino acid sequence and an MHC pseudo amino acid sequence, predict their binding affinity value. This is MHC class I binding data. (1) The peptide sequence is LLVDLLWLL. The MHC is HLA-A31:01 with pseudo-sequence HLA-A31:01. The binding affinity (normalized) is 0.309. (2) The peptide sequence is VTVAILYSM. The MHC is Mamu-B01 with pseudo-sequence Mamu-B01. The binding affinity (normalized) is 0. (3) The peptide sequence is ETTNWLWAF. The MHC is HLA-A26:02 with pseudo-sequence HLA-A26:02. The binding affinity (normalized) is 1.00. (4) The peptide sequence is PIKCWNCGK. The MHC is HLA-B27:05 with pseudo-sequence HLA-B27:05. The binding affinity (normalized) is 0. (5) The peptide sequence is AENGELTEI. The MHC is HLA-B18:01 with pseudo-sequence HLA-B18:01. The binding affinity (normalized) is 0.